This data is from Reaction yield outcomes from USPTO patents with 853,638 reactions. The task is: Predict the reaction yield, written as a fraction of the theoretical maximum amount of product (1.0 means a 100% yield; for example, 0.34 means a 34% yield). The reactants are [Cl:1][C:2]1[C:9]([CH3:10])=[C:8]([NH:11][C@@H:12]([C:16]2[O:17][C:18]([C:21]3[CH:26]=[CH:25][CH:24]=[CH:23][CH:22]=3)=[N:19][N:20]=2)[C@@H:13]([OH:15])[CH3:14])[CH:7]=[CH:6][C:3]=1[C:4]#[N:5].[C:27](Cl)(=[O:34])[C:28]1[CH:33]=[CH:32][CH:31]=[CH:30][CH:29]=1. The catalyst is N1C=CC=CC=1.C(Cl)Cl. The product is [C:27]([O:15][C@@H:13]([CH3:14])[C@@H:12]([NH:11][C:8]1[CH:7]=[CH:6][C:3]([C:4]#[N:5])=[C:2]([Cl:1])[C:9]=1[CH3:10])[C:16]1[O:17][C:18]([C:21]2[CH:26]=[CH:25][CH:24]=[CH:23][CH:22]=2)=[N:19][N:20]=1)(=[O:34])[C:28]1[CH:33]=[CH:32][CH:31]=[CH:30][CH:29]=1. The yield is 0.880.